Dataset: Forward reaction prediction with 1.9M reactions from USPTO patents (1976-2016). Task: Predict the product of the given reaction. (1) Given the reactants [NH2:1][C:2]1[C:3]([SH:9])=[N:4][CH:5]=[N:6][C:7]=1[Cl:8].[CH2:10](OC(OCC)OCC)C, predict the reaction product. The product is: [Cl:8][C:7]1[C:2]2[N:1]=[CH:10][S:9][C:3]=2[N:4]=[CH:5][N:6]=1. (2) Given the reactants [CH2:1]([O:3][C:4]([C:6]1[C:7]([OH:27])=[C:8]2[C:16](Br)=[C:15](Br)[N:14]([CH2:19][C:20]3[CH:25]=[CH:24][C:23]([F:26])=[CH:22][CH:21]=3)[C:9]2=[C:10]([C:12]#[N:13])[N:11]=1)=[O:5])[CH3:2].C([O-])=O.[NH4+], predict the reaction product. The product is: [CH2:1]([O:3][C:4]([C:6]1[C:7]([OH:27])=[C:8]2[CH:16]=[CH:15][N:14]([CH2:19][C:20]3[CH:21]=[CH:22][C:23]([F:26])=[CH:24][CH:25]=3)[C:9]2=[C:10]([C:12]#[N:13])[N:11]=1)=[O:5])[CH3:2].